From a dataset of Full USPTO retrosynthesis dataset with 1.9M reactions from patents (1976-2016). Predict the reactants needed to synthesize the given product. (1) Given the product [CH:29]([OH:31])=[O:30].[Cl:1][C:2]1[CH:7]=[CH:6][C:5]([CH2:8][C:9]2[C:18]3[C:13](=[CH:14][CH:15]=[CH:16][CH:17]=3)[C:12](=[O:19])[N:11]([CH2:20][C@H:21]3[CH2:25][CH2:24][CH2:23][N:22]3[CH2:26][CH2:27][CH2:28][C:29]([OH:31])=[O:30])[N:10]=2)=[CH:4][CH:3]=1, predict the reactants needed to synthesize it. The reactants are: [Cl:1][C:2]1[CH:7]=[CH:6][C:5]([CH2:8][C:9]2[C:18]3[C:13](=[CH:14][CH:15]=[CH:16][CH:17]=3)[C:12](=[O:19])[N:11]([CH2:20][C@H:21]3[CH2:25][CH2:24][CH2:23][N:22]3[CH2:26][CH2:27][CH2:28][C:29]([O:31]CC)=[O:30])[N:10]=2)=[CH:4][CH:3]=1.[OH-].[Na+].Cl. (2) Given the product [Cl:33][C:2]1[N:7]=[C:6]([NH:8][C:9]2[CH:14]=[C:13]([N+:15]([O-:17])=[O:16])[CH:12]=[CH:11][C:10]=2[CH3:18])[N:5]=[C:4]([C:19]2[CH:20]=[N:21][CH:22]=[CH:23][CH:24]=2)[CH:3]=1, predict the reactants needed to synthesize it. The reactants are: O[C:2]1[N:7]=[C:6]([NH:8][C:9]2[CH:14]=[C:13]([N+:15]([O-:17])=[O:16])[CH:12]=[CH:11][C:10]=2[CH3:18])[N:5]=[C:4]([C:19]2[CH:20]=[N:21][CH:22]=[CH:23][CH:24]=2)[CH:3]=1.C(=O)([O-])[O-].[K+].[K+].P(Cl)(Cl)([Cl:33])=O. (3) Given the product [C:44]([CH2:12][C@@H:13]1[CH2:18][O:17][C@@H:16]([C@H:19]2[O:23][N:22]=[C:21]([C:24]3[N:25]=[C:26]([CH3:43])[N:27]=[C:28]([C:30]([NH:31][CH2:32][C:33]4[CH:38]=[CH:37][C:36]([F:39])=[C:35]([O:40][CH3:41])[CH:34]=4)=[O:42])[CH:29]=3)[CH2:20]2)[CH2:15][O:14]1)#[N:45], predict the reactants needed to synthesize it. The reactants are: CC1C=CC(S(O[CH2:12][C@@H:13]2[CH2:18][O:17][C@@H:16]([C@H:19]3[O:23][N:22]=[C:21]([C:24]4[CH:29]=[C:28]([C:30](=[O:42])[NH:31][CH2:32][C:33]5[CH:38]=[CH:37][C:36]([F:39])=[C:35]([O:40][CH3:41])[CH:34]=5)[N:27]=[C:26]([CH3:43])[N:25]=4)[CH2:20]3)[CH2:15][O:14]2)(=O)=O)=CC=1.[C-:44]#[N:45].[Na+]. (4) Given the product [NH2:34][C:33](=[O:43])[NH:32][CH2:31][CH2:30][O:29][CH2:28][CH2:27][O:26][CH2:25][CH2:24][O:23][CH2:22][CH2:21][N:20]([CH3:44])[CH2:19][CH2:18][N:17]([CH3:45])[C:15](=[O:16])[C:14]1[CH:46]=[CH:47][CH:48]=[C:12]([C:11]([NH:10][C:7]2[CH:8]=[CH:9][C:4]([N:3]([CH2:1][CH3:2])[CH2:69][CH3:70])=[CH:5][C:6]=2[C:50]2[CH:55]=[C:54]([C:56](=[O:68])[NH:57][C@@H:58]3[C:67]4[C:62](=[CH:63][CH:64]=[CH:65][CH:66]=4)[CH2:61][CH2:60][CH2:59]3)[CH:53]=[CH:52][N:51]=2)=[O:49])[CH:13]=1, predict the reactants needed to synthesize it. The reactants are: [CH2:1]([N:3]([CH2:69][CH3:70])[C:4]1[CH:9]=[CH:8][C:7]([NH:10][C:11](=[O:49])[C:12]2[CH:48]=[CH:47][CH:46]=[C:14]([C:15]([N:17]([CH3:45])[CH2:18][CH2:19][N:20]([CH3:44])[CH2:21][CH2:22][O:23][CH2:24][CH2:25][O:26][CH2:27][CH2:28][O:29][CH2:30][CH2:31][NH:32][C:33](=[O:43])[NH:34]CCN3CCOCC3)=[O:16])[CH:13]=2)=[C:6]([C:50]2[CH:55]=[C:54]([C:56](=[O:68])[NH:57][C@@H:58]3[C:67]4[C:62](=[CH:63][CH:64]=[CH:65][CH:66]=4)[CH2:61][CH2:60][CH2:59]3)[CH:53]=[CH:52][N:51]=2)[CH:5]=1)[CH3:2].C(N(CC)C1C=CC(NC(C2C=C(C(=O)N(C)CCN(C)CCOCCOCCOCCNC(=O)OC3C=CC([N+]([O-])=O)=CC=3)C=CC=2)=O)=C(C2C=C(C(=O)N[C@@H]3C4C(=CC=CC=4)CCC3)C=CN=2)C=1)C. (5) Given the product [CH3:6][C:4]([C:7]1[CH:8]=[CH:9][C:10]([C:11](=[O:13])[NH:27][C:25]2[N:26]=[C:21]3[CH:20]=[CH:19][C:18]([Cl:17])=[CH:23][N:22]3[CH:24]=2)=[CH:14][CH:15]=1)([CH3:5])[C:3]([O:2][CH3:1])=[O:16], predict the reactants needed to synthesize it. The reactants are: [CH3:1][O:2][C:3](=[O:16])[C:4]([C:7]1[CH:15]=[CH:14][C:10]([C:11]([OH:13])=O)=[CH:9][CH:8]=1)([CH3:6])[CH3:5].[Cl:17][C:18]1[CH:19]=[CH:20][C:21]2[N:22]([CH:24]=[C:25]([NH2:27])[N:26]=2)[CH:23]=1. (6) Given the product [OH:31][CH:30]([C:2]1[CH:3]=[C:4]2[C:8](=[CH:9][CH:10]=1)[N:7]([Si:11]([CH:12]([CH3:14])[CH3:13])([CH:18]([CH3:20])[CH3:19])[CH:15]([CH3:16])[CH3:17])[N:6]=[CH:5]2)[C:29]1[CH:32]=[CH:33][CH:34]=[CH:35][C:28]=1[C:26]#[N:27], predict the reactants needed to synthesize it. The reactants are: I[C:2]1[CH:3]=[C:4]2[C:8](=[CH:9][CH:10]=1)[N:7]([Si:11]([CH:18]([CH3:20])[CH3:19])([CH:15]([CH3:17])[CH3:16])[CH:12]([CH3:14])[CH3:13])[N:6]=[CH:5]2.C([Li])CCC.[C:26]([C:28]1[CH:35]=[CH:34][CH:33]=[CH:32][C:29]=1[CH:30]=[O:31])#[N:27]. (7) The reactants are: [CH2:1]=[CH:2][C:3]1[CH:8]=[CH:7][CH:6]=[CH:5][CH:4]=1.C(#[N:12])C=C.N(C(C)(C)C#N)=NC(C)(C)C#N. Given the product [NH2:12][C:3]1[CH:8]=[CH:7][CH:6]=[CH:5][CH:4]=1.[CH2:1]=[CH:2][C:3]1[CH:8]=[CH:7][CH:6]=[CH:5][CH:4]=1, predict the reactants needed to synthesize it. (8) The reactants are: [Cl:1][C:2]1[C:3]([CH3:20])=[N:4][O:5][C:6]=1[NH:7][S:8]([C:11]1[C:19]2[C:14](=[N:15][CH:16]=[CH:17][CH:18]=2)[S:13][CH:12]=1)(=[O:10])=[O:9].CCN(C(C)C)C(C)C.[CH2:30](Cl)[O:31][CH2:32][CH2:33][O:34][CH3:35]. Given the product [Cl:1][C:2]1[C:3]([CH3:20])=[N:4][O:5][C:6]=1[N:7]([CH2:30][O:31][CH2:32][CH2:33][O:34][CH3:35])[S:8]([C:11]1[C:19]2[C:14](=[N:15][CH:16]=[CH:17][CH:18]=2)[S:13][CH:12]=1)(=[O:9])=[O:10], predict the reactants needed to synthesize it. (9) Given the product [CH3:18][C:13]1([CH3:19])[C:14]([CH3:17])([CH3:16])[O:15][B:11]([C:2]2[C:10]3[S:9][CH:8]=[N:7][C:6]=3[CH:5]=[CH:4][CH:3]=2)[O:12]1, predict the reactants needed to synthesize it. The reactants are: Br[C:2]1[C:10]2[S:9][CH:8]=[N:7][C:6]=2[CH:5]=[CH:4][CH:3]=1.[B:11]1([B:11]2[O:15][C:14]([CH3:17])([CH3:16])[C:13]([CH3:19])([CH3:18])[O:12]2)[O:15][C:14]([CH3:17])([CH3:16])[C:13]([CH3:19])([CH3:18])[O:12]1.C([O-])(=O)C.[K+].